Dataset: Reaction yield outcomes from USPTO patents with 853,638 reactions. Task: Predict the reaction yield, written as a fraction of the theoretical maximum amount of product (1.0 means a 100% yield; for example, 0.34 means a 34% yield). The reactants are C(OC([N:11]1[CH2:15][CH:14]2[CH:16]([OH:19])[CH2:17][CH2:18][CH:13]2[CH2:12]1)=O)C1C=CC=CC=1.[H][H]. The catalyst is O1CCCC1.[Pd].CO. The product is [CH2:12]1[CH:13]2[CH2:18][CH2:17][CH:16]([OH:19])[CH:14]2[CH2:15][NH:11]1. The yield is 0.990.